Predict the reaction yield, written as a fraction of the theoretical maximum amount of product (1.0 means a 100% yield; for example, 0.34 means a 34% yield). From a dataset of Reaction yield outcomes from USPTO patents with 853,638 reactions. (1) The reactants are [CH3:1]C1(C)CCCC(C)(C)N1.C(=O)=O.[Li]CCCC.[Cl:19][C:20]1[CH:21]=[C:22]([CH:26]=[CH:27][N:28]=1)[C:23]([OH:25])=[O:24].C=O. The catalyst is C1COCC1. The product is [Cl:19][C:20]1[C:21]2[CH2:1][O:24][C:23](=[O:25])[C:22]=2[CH:26]=[CH:27][N:28]=1. The yield is 0.360. (2) The catalyst is O1CCCC1.CCCCCC. The yield is 0.760. The product is [O:42]([C:40]([NH:1][C:2]1[CH:7]=[C:6]([O:8][C:9]2[C:14]([F:15])=[CH:13][C:12]([NH:16][C:17]([C:19]3([C:22]([O:24][CH2:25][C:26]4[CH:31]=[CH:30][CH:29]=[CH:28][CH:27]=4)=[O:23])[CH2:21][CH2:20]3)=[O:18])=[C:11]([F:32])[CH:10]=2)[CH:5]=[CH:4][N:3]=1)=[O:41])[C:43]1[CH:48]=[CH:47][CH:46]=[CH:45][CH:44]=1. The reactants are [NH2:1][C:2]1[CH:7]=[C:6]([O:8][C:9]2[C:14]([F:15])=[CH:13][C:12]([NH:16][C:17]([C:19]3([C:22]([O:24][CH2:25][C:26]4[CH:31]=[CH:30][CH:29]=[CH:28][CH:27]=4)=[O:23])[CH2:21][CH2:20]3)=[O:18])=[C:11]([F:32])[CH:10]=2)[CH:5]=[CH:4][N:3]=1.N1C=CC=CC=1.Cl[C:40]([O:42][C:43]1[CH:48]=[CH:47][CH:46]=[CH:45][CH:44]=1)=[O:41].C(=O)([O-])O.[Na+]. (3) The yield is 0.950. The reactants are [Br:1][C:2]1[C:8](F)=[CH:7][C:5]([NH2:6])=[C:4]([N+:10]([O-:12])=[O:11])[CH:3]=1.C(=O)([O-])[O-].[Cs+].[Cs+].[F:19][C:20]1[CH:25]=[C:24]([F:26])[CH:23]=[CH:22][C:21]=1[OH:27]. The catalyst is CS(C)=O.C(OCC)(=O)C.O. The product is [Br:1][C:2]1[C:8]([O:27][C:21]2[CH:22]=[CH:23][C:24]([F:26])=[CH:25][C:20]=2[F:19])=[CH:7][C:5]([NH2:6])=[C:4]([N+:10]([O-:12])=[O:11])[CH:3]=1. (4) The reactants are BrC1C=C[C:5](NCC(OC)=O)=[N:6]C=1.[Cl:14][C:15]1[CH:23]=[C:22]2[C:18]([C:19]([CH:25]=O)=[CH:20][N:21]2[CH3:24])=[CH:17][CH:16]=1.CN1C2C(=CC=CC=2)C(C)=C1C=O. No catalyst specified. The product is [Cl:14][C:15]1[CH:23]=[C:22]2[C:18]([C:19]([CH2:25][NH:6][CH3:5])=[CH:20][N:21]2[CH3:24])=[CH:17][CH:16]=1. The yield is 0.930.